This data is from Forward reaction prediction with 1.9M reactions from USPTO patents (1976-2016). The task is: Predict the product of the given reaction. (1) Given the reactants [NH2:1][C:2]1[CH:10]=[CH:9][C:5]([C:6]([OH:8])=[O:7])=[CH:4][C:3]=1[Cl:11].S(Cl)(Cl)=O.[CH3:16]O, predict the reaction product. The product is: [CH3:16][O:7][C:6](=[O:8])[C:5]1[CH:9]=[CH:10][C:2]([NH2:1])=[C:3]([Cl:11])[CH:4]=1. (2) Given the reactants [OH:1][C:2]1[CH:7]=[CH:6][N:5]([CH2:8][CH2:9][C:10]2[CH:15]=[CH:14][C:13]([CH2:16][OH:17])=[CH:12][CH:11]=2)[C:4](=[O:18])[CH:3]=1.Br[CH2:20][C:21]1[CH:26]=[CH:25][CH:24]=[CH:23][N:22]=1.C(=O)([O-])[O-].[K+].[K+], predict the reaction product. The product is: [OH:17][CH2:16][C:13]1[CH:14]=[CH:15][C:10]([CH2:9][CH2:8][N:5]2[CH:6]=[CH:7][C:2]([O:1][CH2:20][C:21]3[CH:26]=[CH:25][CH:24]=[CH:23][N:22]=3)=[CH:3][C:4]2=[O:18])=[CH:11][CH:12]=1. (3) The product is: [CH2:18]([O:20][C:21]([CH:22]1[C:14]([OH:15])([CH3:16])[CH2:12][CH2:13][N:23]1[S:24]([C:27]1[CH:28]=[CH:29][C:30]([CH3:33])=[CH:31][CH:32]=1)(=[O:25])=[O:26])=[O:34])[CH3:19]. Given the reactants N12CCCN=C1CCCCC2.[CH:12]([C:14]([CH2:16]C)=[O:15])=[CH2:13].[CH2:18]([O:20][C:21](=[O:34])[CH2:22][NH:23][S:24]([C:27]1[CH:32]=[CH:31][C:30]([CH3:33])=[CH:29][CH:28]=1)(=[O:26])=[O:25])[CH3:19], predict the reaction product. (4) Given the reactants C([SiH](CC)CC)C.FC(F)(F)C(O)=O.[C:15]([O:23][CH2:24][CH2:25][C:26]1[CH:27]=[CH:28][C:29]2[N:30]([N:32]=[C:33]([C:47]3[CH:52]=[CH:51][CH:50]=[CH:49][CH:48]=3)[C:34]=2[CH:35](O)[C:36]2[N:41]=[C:40]([C:42]([O:44][CH3:45])=[O:43])[CH:39]=[CH:38][CH:37]=2)[CH:31]=1)(=[O:22])[C:16]1[CH:21]=[CH:20][CH:19]=[CH:18][CH:17]=1.C(=O)(O)[O-].[Na+], predict the reaction product. The product is: [C:15]([O:23][CH2:24][CH2:25][C:26]1[CH:27]=[CH:28][C:29]2[N:30]([N:32]=[C:33]([C:47]3[CH:48]=[CH:49][CH:50]=[CH:51][CH:52]=3)[C:34]=2[CH2:35][C:36]2[N:41]=[C:40]([C:42]([O:44][CH3:45])=[O:43])[CH:39]=[CH:38][CH:37]=2)[CH:31]=1)(=[O:22])[C:16]1[CH:21]=[CH:20][CH:19]=[CH:18][CH:17]=1. (5) Given the reactants [Cl:1][C:2]1[CH:3]=[C:4]2[C:8](=[CH:9][C:10]=1[Cl:11])[N:7]([C@@H:12]1[O:18][C@H:17]([CH2:19][O:20]C(=O)C)[C@@H:15]([OH:16])[C@H:13]1[OH:14])[C:6]([Br:24])=[C:5]2[CH:25]=[O:26].C[O-].[Na+].CO.O, predict the reaction product. The product is: [Cl:1][C:2]1[CH:3]=[C:4]2[C:8](=[CH:9][C:10]=1[Cl:11])[N:7]([C@@H:12]1[O:18][C@H:17]([CH2:19][OH:20])[C@@H:15]([OH:16])[C@H:13]1[OH:14])[C:6]([Br:24])=[C:5]2[CH:25]=[O:26].